The task is: Regression. Given a peptide amino acid sequence and an MHC pseudo amino acid sequence, predict their binding affinity value. This is MHC class II binding data.. This data is from Peptide-MHC class II binding affinity with 134,281 pairs from IEDB. (1) The peptide sequence is ERIKSEYMTSWFYDN. The MHC is DRB1_0701 with pseudo-sequence DRB1_0701. The binding affinity (normalized) is 0.367. (2) The peptide sequence is DAFIAALTEALRVIA. The MHC is HLA-DPA10201-DPB10501 with pseudo-sequence HLA-DPA10201-DPB10501. The binding affinity (normalized) is 0.724. (3) The binding affinity (normalized) is 0. The MHC is DRB1_0401 with pseudo-sequence DRB1_0401. The peptide sequence is LSELPDFLAKKGGEA. (4) The peptide sequence is TPLTLVDICFWSTLF. The MHC is H-2-IAb with pseudo-sequence H-2-IAb. The binding affinity (normalized) is 0. (5) The peptide sequence is LEDYDTLGTLCNSTE. The MHC is DRB1_0405 with pseudo-sequence DRB1_0405. The binding affinity (normalized) is 0.699. (6) The peptide sequence is NALSMMPEAMTIVML. The MHC is HLA-DQA10102-DQB10501 with pseudo-sequence HLA-DQA10102-DQB10501. The binding affinity (normalized) is 0.728. (7) The peptide sequence is SEYMTSWFYDNDNPY. The MHC is DRB1_1301 with pseudo-sequence DRB1_1301. The binding affinity (normalized) is 0.260.